Dataset: Full USPTO retrosynthesis dataset with 1.9M reactions from patents (1976-2016). Task: Predict the reactants needed to synthesize the given product. (1) The reactants are: Br[C:2]1[S:3][C:4]([S:17](=[O:24])(=[O:23])[NH:18][CH2:19][CH2:20][CH2:21][OH:22])=[CH:5][C:6]=1[C:7]1[S:11][C:10]([NH:12][C:13](=[O:15])[CH3:14])=[N:9][C:8]=1[CH3:16].C([Li])CCC. Given the product [OH:22][CH2:21][CH2:20][CH2:19][NH:18][S:17]([C:4]1[S:3][CH:2]=[C:6]([C:7]2[S:11][C:10]([NH:12][C:13](=[O:15])[CH3:14])=[N:9][C:8]=2[CH3:16])[CH:5]=1)(=[O:23])=[O:24], predict the reactants needed to synthesize it. (2) Given the product [Cl:41][C:42]1[CH:47]=[C:46]([CH3:48])[CH:45]=[CH:44][C:43]=1[NH:49][C:14](=[O:15])[CH2:13][C@@H:12]([C:21]1[O:25][N:24]=[C:23]([C:26]2[CH:30]=[C:29]([C:31]([F:36])([F:37])[C:32]([CH3:35])([CH3:34])[CH3:33])[O:28][N:27]=2)[C:22]=1[CH:38]1[CH2:40][CH2:39]1)[CH2:11][CH2:10][CH2:9][O:8][CH2:1][C:2]1[CH:3]=[CH:4][CH:5]=[CH:6][CH:7]=1, predict the reactants needed to synthesize it. The reactants are: [CH2:1]([O:8][CH2:9][CH2:10][CH2:11][C@H:12]([C:21]1[O:25][N:24]=[C:23]([C:26]2[CH:30]=[C:29]([C:31]([F:37])([F:36])[C:32]([CH3:35])([CH3:34])[CH3:33])[O:28][N:27]=2)[C:22]=1[CH:38]1[CH2:40][CH2:39]1)[CH2:13][C:14](OC(C)(C)C)=[O:15])[C:2]1[CH:7]=[CH:6][CH:5]=[CH:4][CH:3]=1.[Cl:41][C:42]1[CH:47]=[C:46]([CH3:48])[CH:45]=[CH:44][C:43]=1[NH2:49].C(N(C(C)C)CC)(C)C.CN(C(ON1N=NC2C=CC=NC1=2)=[N+](C)C)C.F[P-](F)(F)(F)(F)F.Cl. (3) Given the product [Si:1]([O:8][CH2:9][CH2:10][CH2:11][C@@H:12]([NH:16][C:17](=[O:23])[O:18][C:19]([CH3:22])([CH3:21])[CH3:20])[CH2:13][CH2:14][CH3:15])([C:4]([CH3:5])([CH3:6])[CH3:7])([CH3:3])[CH3:2], predict the reactants needed to synthesize it. The reactants are: [Si:1]([O:8][CH2:9]/[CH:10]=[CH:11]/[C@@H:12]([NH:16][C:17](=[O:23])[O:18][C:19]([CH3:22])([CH3:21])[CH3:20])[CH2:13][CH2:14][CH3:15])([C:4]([CH3:7])([CH3:6])[CH3:5])([CH3:3])[CH3:2]. (4) Given the product [Br:19][C:20]1[C:25]([CH3:26])=[CH:24][C:23]([O:27][CH2:12][CH2:13][CH2:14][S:15]([CH3:18])(=[O:17])=[O:16])=[CH:22][C:21]=1[CH3:28], predict the reactants needed to synthesize it. The reactants are: CC1C=CC(S(O[CH2:12][CH2:13][CH2:14][S:15]([CH3:18])(=[O:17])=[O:16])(=O)=O)=CC=1.[Br:19][C:20]1[C:25]([CH3:26])=[CH:24][C:23]([OH:27])=[CH:22][C:21]=1[CH3:28].C([O-])([O-])=O.[K+].[K+].O. (5) Given the product [O:27]=[C:24]1[NH:23][C:22]2[CH:28]=[C:18]([C:7]3[CH:8]([C:12]4[CH:13]=[CH:14][CH:15]=[CH:16][CH:17]=4)[S:9][C:10]4[C:5]([CH:6]=3)=[CH:4][CH:3]=[C:2]([C:36]([O:42][CH3:41])=[O:37])[CH:11]=4)[CH:19]=[CH:20][C:21]=2[O:26][CH2:25]1, predict the reactants needed to synthesize it. The reactants are: I[C:2]1[CH:11]=[C:10]2[C:5]([CH:6]=[C:7]([C:18]3[CH:19]=[CH:20][C:21]4[O:26][CH2:25][C:24](=[O:27])[NH:23][C:22]=4[CH:28]=3)[CH:8]([C:12]3[CH:17]=[CH:16][CH:15]=[CH:14][CH:13]=3)[S:9]2)=[CH:4][CH:3]=1.C(N(CC)CC)C.[CH3:36][OH:37].CN([CH:41]=[O:42])C. (6) Given the product [Cl:14][C:15]1[CH:24]=[C:23]2[C:18]([CH:19]=[CH:20][N:21]([CH2:26][C:27]3[CH:32]=[CH:31][C:30]([O:33][CH3:34])=[CH:29][CH:28]=3)[C:22]2=[O:25])=[CH:17][C:16]=1[O:11][CH:8]1[CH2:7][CH2:6][C:5]2([O:1][CH2:36][CH2:37][O:38]2)[CH2:10][CH2:9]1, predict the reactants needed to synthesize it. The reactants are: [O:1]1[C:5]2([CH2:10][CH2:9][CH:8]([OH:11])[CH2:7][CH2:6]2)CCO1.[H-].[Na+].[Cl:14][C:15]1[CH:24]=[C:23]2[C:18]([CH:19]=[CH:20][N:21]([CH2:26][C:27]3[CH:32]=[CH:31][C:30]([O:33][CH3:34])=[CH:29][CH:28]=3)[C:22]2=[O:25])=[CH:17][C:16]=1F.[CH3:36][C:37](N(C)C)=[O:38]. (7) Given the product [NH2:19][C:15]1[N:14]=[C:13]([C:12]2[S:11][C:10]([C:20]([CH3:21])([CH3:23])[CH3:22])=[N:9][C:8]=2[C:4]2[C:3]([F:24])=[C:2]([NH:1][S:31]([C:25]3[CH:30]=[CH:29][CH:28]=[CH:27][CH:26]=3)(=[O:33])=[O:32])[CH:7]=[CH:6][CH:5]=2)[CH:18]=[CH:17][N:16]=1, predict the reactants needed to synthesize it. The reactants are: [NH2:1][C:2]1[C:3]([F:24])=[C:4]([C:8]2[N:9]=[C:10]([C:20]([CH3:23])([CH3:22])[CH3:21])[S:11][C:12]=2[C:13]2[CH:18]=[CH:17][N:16]=[C:15]([NH2:19])[N:14]=2)[CH:5]=[CH:6][CH:7]=1.[C:25]1([S:31](Cl)(=[O:33])=[O:32])[CH:30]=[CH:29][CH:28]=[CH:27][CH:26]=1.